Dataset: hERG potassium channel inhibition data for cardiac toxicity prediction from Karim et al.. Task: Regression/Classification. Given a drug SMILES string, predict its toxicity properties. Task type varies by dataset: regression for continuous values (e.g., LD50, hERG inhibition percentage) or binary classification for toxic/non-toxic outcomes (e.g., AMES mutagenicity, cardiotoxicity, hepatotoxicity). Dataset: herg_karim. (1) The molecule is COc1cc([C@@H]2c3cc4c(cc3[C@H](O)[C@H]3COC(=O)[C@@H]23)OCO4)cc(OC)c1OC. The result is 0 (non-blocker). (2) The drug is CCc1nc2cc3c(cc2s1)CCN(CCCSc1nnc(-c2cccc4nc(C)ccc24)n1C)CC3. The result is 1 (blocker). (3) The drug is Cc1cc(C)n(-c2cc(NC(=O)CN3CC[C@H](N(C)C)C3)nc(-c3ccc(C)o3)n2)n1. The result is 1 (blocker).